From a dataset of Catalyst prediction with 721,799 reactions and 888 catalyst types from USPTO. Predict which catalyst facilitates the given reaction. (1) Reactant: [NH2:1][CH2:2][CH:3]([C:16]1[CH:21]=[CH:20][CH:19]=[CH:18][CH:17]=1)[CH:4]([C:6]1[C:15]2[C:10](=[CH:11][CH:12]=[CH:13][CH:14]=2)[CH:9]=[CH:8][CH:7]=1)[OH:5].Cl[C:23]([O:25][CH2:26][CH3:27])=[O:24].N1C=CC=CC=1.Cl. Product: [CH2:26]([O:25][C:23](=[O:24])[NH:1][CH2:2][CH:3]([C:16]1[CH:21]=[CH:20][CH:19]=[CH:18][CH:17]=1)[CH:4]([OH:5])[C:6]1[C:15]2[C:10](=[CH:11][CH:12]=[CH:13][CH:14]=2)[CH:9]=[CH:8][CH:7]=1)[CH3:27]. The catalyst class is: 2. (2) Reactant: [CH3:1][O:2][C:3]1[C:4](=[O:31])[C:5]([CH3:30])=[C:6]([CH2:12][C:13]2[CH:14]=[CH:15][C:16]([C:22]3[CH:27]=[CH:26][C:25]([O:28][CH3:29])=[CH:24][CH:23]=3)=[C:17]([CH:21]=2)[C:18](O)=[O:19])[C:7](=[O:11])[C:8]=1[O:9][CH3:10].[CH3:32][O:33][C:34]1[CH:39]=[CH:38][C:37]([NH2:40])=[CH:36][CH:35]=1.C(N(CC)CC)C.[Cl-].ClC1N(C)CC[NH+]1C. Product: [CH3:1][O:2][C:3]1[C:4](=[O:31])[C:5]([CH3:30])=[C:6]([CH2:12][C:13]2[CH:14]=[CH:15][C:16]([C:22]3[CH:27]=[CH:26][C:25]([O:28][CH3:29])=[CH:24][CH:23]=3)=[C:17]([CH:21]=2)[C:18]([NH:40][C:37]2[CH:38]=[CH:39][C:34]([O:33][CH3:32])=[CH:35][CH:36]=2)=[O:19])[C:7](=[O:11])[C:8]=1[O:9][CH3:10]. The catalyst class is: 34. (3) Reactant: [C:1]1([CH3:7])C=CC=C[CH:2]=1.[CH3:8][O:9][C:10]([C:12]1[CH:13]=[C:14]([C:18]([OH:20])=O)[CH:15]=[CH:16][CH:17]=1)=[O:11].S(Cl)(Cl)=O.C[N:26](C=O)C. Product: [CH:1]1([NH:26][C:18]([C:14]2[CH:13]=[C:12]([CH:17]=[CH:16][CH:15]=2)[C:10]([O:9][CH3:8])=[O:11])=[O:20])[CH2:2][CH2:7]1. The catalyst class is: 22. (4) Reactant: Br[C:2]1[CH:10]=[CH:9][C:5]([C:6]([OH:8])=[O:7])=[C:4]([CH3:11])[CH:3]=1.C([Li])CCC.CN([CH:20]=[O:21])C. Product: [CH:20]([C:2]1[CH:10]=[CH:9][C:5]([C:6]([OH:8])=[O:7])=[C:4]([CH3:11])[CH:3]=1)=[O:21]. The catalyst class is: 1.